From a dataset of Catalyst prediction with 721,799 reactions and 888 catalyst types from USPTO. Predict which catalyst facilitates the given reaction. (1) Reactant: [CH3:1][N:2]([CH3:16])[C:3]1[CH:8]=[CH:7][C:6]([N+:9]([O-:11])=[O:10])=[CH:5][C:4]=1[C:12]([F:15])([F:14])[F:13].ClC1C=CC(O[CH2:23][C:24]#[N:25])=CC=1.CC(C)([O-])C.[K+].O. Product: [CH3:1][N:2]([CH3:16])[C:3]1[C:4]([C:12]([F:13])([F:14])[F:15])=[CH:5][C:6]([N+:9]([O-:11])=[O:10])=[C:7]([CH2:23][C:24]#[N:25])[CH:8]=1. The catalyst class is: 9. (2) Reactant: [C:1]([O:5][C:6]([NH:8][C@H:9]([C:13]1[CH:18]=[CH:17][CH:16]=[CH:15][CH:14]=1)[C:10]([OH:12])=O)=[O:7])([CH3:4])([CH3:3])[CH3:2].ClC(OCC(C)C)=O.CN1CCOCC1.[CH3:34][C:35]1[CH:36]=[C:37]([CH:39]=[CH:40][C:41]=1[CH3:42])[NH2:38]. Product: [CH3:34][C:35]1[CH:36]=[C:37]([NH:38][C:10]([C@H:9]([NH:8][C:6](=[O:7])[O:5][C:1]([CH3:2])([CH3:3])[CH3:4])[C:13]2[CH:18]=[CH:17][CH:16]=[CH:15][CH:14]=2)=[O:12])[CH:39]=[CH:40][C:41]=1[CH3:42]. The catalyst class is: 1. (3) Reactant: [Br:1][C:2]1[CH:8]=[C:7]([CH3:9])[CH:6]=[C:5]([CH3:10])[C:3]=1[NH2:4].[Li]CCCC.Cl[Si:17]([CH:20]1[C:24]2[S:25][CH:26]=[CH:27][C:23]=2[C:22]([CH3:28])=[C:21]1[CH3:29])([CH3:19])[CH3:18]. Product: [Br:1][C:2]1[CH:8]=[C:7]([CH3:9])[CH:6]=[C:5]([CH3:10])[C:3]=1[NH:4][Si:17]([CH:20]1[C:24]2[S:25][CH:26]=[CH:27][C:23]=2[C:22]([CH3:28])=[C:21]1[CH3:29])([CH3:18])[CH3:19]. The catalyst class is: 1. (4) Reactant: [NH:1]([C:5]1[CH:14]=[C:13]2[C:8]([C:9]([CH2:16][C:17]3[CH:22]=[CH:21][N:20]=[CH:19][CH:18]=3)=[N:10][N:11]=[C:12]2[Cl:15])=[CH:7][CH:6]=1)[C:2]([CH3:4])=[O:3].[Cl:23][C:24]1[CH:30]=[CH:29][C:27]([NH2:28])=[CH:26][CH:25]=1. Product: [ClH:15].[NH:1]([C:5]1[CH:14]=[C:13]2[C:8]([C:9]([CH2:16][C:17]3[CH:22]=[CH:21][N:20]=[CH:19][CH:18]=3)=[N:10][N:11]=[C:12]2[NH:28][C:27]2[CH:29]=[CH:30][C:24]([Cl:23])=[CH:25][CH:26]=2)=[CH:7][CH:6]=1)[C:2]([CH3:4])=[O:3]. The catalyst class is: 51. (5) The catalyst class is: 90. Reactant: Br.[OH:2][C:3]1[CH:8]=[CH:7][CH:6]=[CH:5][C:4]=1[CH:9]1[CH2:14][CH2:13][NH:12][CH2:11][CH2:10]1.C(=O)([O-])[O-].[K+].[K+].[C:21]([O:25][C:26](O[C:26]([O:25][C:21]([CH3:24])([CH3:23])[CH3:22])=[O:27])=[O:27])([CH3:24])([CH3:23])[CH3:22]. Product: [C:21]([O:25][C:26]([N:12]1[CH2:11][CH2:10][CH:9]([C:4]2[CH:5]=[CH:6][CH:7]=[CH:8][C:3]=2[OH:2])[CH2:14][CH2:13]1)=[O:27])([CH3:24])([CH3:23])[CH3:22]. (6) Reactant: [CH3:1][O:2][C:3]1[CH:4]=[C:5]([CH:9]=[CH:10][N:11]=1)[C:6]([OH:8])=O.CN1CCOCC1.ClC(OCC(C)C)=O.[NH2:27][C:28]1[CH:33]=[CH:32][CH:31]=[CH:30][CH:29]=1. Product: [CH3:1][O:2][C:3]1[CH:4]=[C:5]([CH:9]=[CH:10][N:11]=1)[C:6]([NH:27][C:28]1[CH:33]=[CH:32][CH:31]=[CH:30][CH:29]=1)=[O:8]. The catalyst class is: 7. (7) Reactant: Cl.[C:2]1([C:8]2[O:9][C:10]([C:17]([NH:19][C:20]3[CH:21]=[N:22][C:23]([N:26]4[CH2:31][CH2:30][NH:29][CH2:28][CH2:27]4)=[CH:24][CH:25]=3)=[O:18])=[C:11]([C:13]([F:16])([F:15])[F:14])[N:12]=2)[CH:7]=[CH:6][CH:5]=[CH:4][CH:3]=1.[CH3:32][CH:33]([C@H:35]([OH:39])[C:36](O)=[O:37])[CH3:34].C(N(C(C)C)CC)(C)C.CN(C(ON1N=NC2C=CC=NC1=2)=[N+](C)C)C.F[P-](F)(F)(F)(F)F. Product: [OH:39][C@@H:35]([CH:33]([CH3:34])[CH3:32])[C:36]([N:29]1[CH2:30][CH2:31][N:26]([C:23]2[N:22]=[CH:21][C:20]([NH:19][C:17]([C:10]3[O:9][C:8]([C:2]4[CH:7]=[CH:6][CH:5]=[CH:4][CH:3]=4)=[N:12][C:11]=3[C:13]([F:14])([F:15])[F:16])=[O:18])=[CH:25][CH:24]=2)[CH2:27][CH2:28]1)=[O:37]. The catalyst class is: 3. (8) Reactant: [CH2:1]([NH:5][C:6]1[CH:10]=[C:9]([C:11]2[CH:16]=[CH:15][N:14]=[CH:13][CH:12]=2)[S:8][C:7]=1[C:17]([O:19]C)=[O:18])[CH2:2][CH2:3][CH3:4].C[O-].[Na+].CO.Cl. Product: [CH2:1]([NH:5][C:6]1[CH:10]=[C:9]([C:11]2[CH:16]=[CH:15][N:14]=[CH:13][CH:12]=2)[S:8][C:7]=1[C:17]([OH:19])=[O:18])[CH2:2][CH2:3][CH3:4]. The catalyst class is: 6.